Dataset: Forward reaction prediction with 1.9M reactions from USPTO patents (1976-2016). Task: Predict the product of the given reaction. (1) Given the reactants O[CH2:2][C:3]1[N:8]=[C:7]([CH:9]=[O:10])[CH:6]=[CH:5][CH:4]=1.[C:11]([O:15][C:16]([CH:18]=P(C1C=CC=CC=1)(C1C=CC=CC=1)C1C=CC=CC=1)=[O:17])([CH3:14])([CH3:13])[CH3:12], predict the reaction product. The product is: [OH:10][CH2:9][C:7]1[N:8]=[C:3](/[CH:2]=[CH:18]/[C:16]([O:15][C:11]([CH3:14])([CH3:13])[CH3:12])=[O:17])[CH:4]=[CH:5][CH:6]=1.[OH:10][CH2:9][C:7]1[N:8]=[C:3](/[CH:2]=[CH:18]\[C:16]([O:15][C:11]([CH3:14])([CH3:13])[CH3:12])=[O:17])[CH:4]=[CH:5][CH:6]=1. (2) The product is: [Cl:17][C:18]1[CH:26]=[CH:25][C:24]([S:27]([CH3:30])(=[O:29])=[O:28])=[CH:23][C:19]=1[C:20]([N:11]1[CH2:12][CH2:13][N:8]([C:7]2[CH:6]=[CH:5][C:4]([C:14](=[O:16])[CH3:15])=[CH:3][C:2]=2[F:1])[CH2:9][CH2:10]1)=[O:21]. Given the reactants [F:1][C:2]1[CH:3]=[C:4]([C:14](=[O:16])[CH3:15])[CH:5]=[CH:6][C:7]=1[N:8]1[CH2:13][CH2:12][NH:11][CH2:10][CH2:9]1.[Cl:17][C:18]1[CH:26]=[CH:25][C:24]([S:27]([CH3:30])(=[O:29])=[O:28])=[CH:23][C:19]=1[C:20](O)=[O:21], predict the reaction product. (3) Given the reactants [Br:1][C:2]1[C:11]2[O:10][CH:9]([CH:12]([CH3:14])[CH3:13])[C:8](=[O:15])[N:7]([CH2:16][C:17]([O:19]C(C)(C)C)=[O:18])[C:6]=2[CH:5]=[C:4]([O:24][CH3:25])[CH:3]=1.FC(F)(F)C(O)=O, predict the reaction product. The product is: [Br:1][C:2]1[C:11]2[O:10][CH:9]([CH:12]([CH3:14])[CH3:13])[C:8](=[O:15])[N:7]([CH2:16][C:17]([OH:19])=[O:18])[C:6]=2[CH:5]=[C:4]([O:24][CH3:25])[CH:3]=1. (4) Given the reactants Cl[C:2]1[N:7]=[C:6]([C:8]2[N:12]3[CH:13]=[CH:14][CH:15]=[C:16]([F:17])[C:11]3=[N:10][C:9]=2[C:18]2[CH:19]=[C:20]([CH:32]=[CH:33][CH:34]=2)[C:21]([NH:23][C:24]2[C:29]([F:30])=[CH:28][CH:27]=[CH:26][C:25]=2[F:31])=[O:22])[CH:5]=[CH:4][N:3]=1.[CH3:35][O:36][C:37]1[CH:43]=[C:42]([N:44]2[CH2:49][CH2:48][CH:47]([N:50]3[CH2:55][CH2:54][N:53]([CH2:56][CH2:57][S:58]([CH3:61])(=[O:60])=[O:59])[CH2:52][CH2:51]3)[CH2:46][CH2:45]2)[CH:41]=[CH:40][C:38]=1[NH2:39].Cl.O1CCOCC1.C[O-].[Na+], predict the reaction product. The product is: [F:31][C:25]1[CH:26]=[CH:27][CH:28]=[C:29]([F:30])[C:24]=1[NH:23][C:21](=[O:22])[C:20]1[CH:32]=[CH:33][CH:34]=[C:18]([C:9]2[N:10]=[C:11]3[C:16]([F:17])=[CH:15][CH:14]=[CH:13][N:12]3[C:8]=2[C:6]2[CH:5]=[CH:4][N:3]=[C:2]([NH:39][C:38]3[CH:40]=[CH:41][C:42]([N:44]4[CH2:45][CH2:46][CH:47]([N:50]5[CH2:51][CH2:52][N:53]([CH2:56][CH2:57][S:58]([CH3:61])(=[O:60])=[O:59])[CH2:54][CH2:55]5)[CH2:48][CH2:49]4)=[CH:43][C:37]=3[O:36][CH3:35])[N:7]=2)[CH:19]=1. (5) Given the reactants O.[ClH:2].[CH3:3][N:4]1[CH:8]=[C:7]([CH2:9]O)[N:6]=[N:5]1, predict the reaction product. The product is: [ClH:2].[Cl:2][CH2:9][C:7]1[N:6]=[N:5][N:4]([CH3:3])[CH:8]=1. (6) Given the reactants [CH2:1]([N:8]1[CH2:13][CH2:12][C:11]([CH2:24][C:25]([O:27][CH2:28][CH3:29])=[O:26])(C(OCC2C=CC=CC=2)=O)[C:10](=[O:30])[CH2:9]1)[C:2]1[CH:7]=[CH:6][CH:5]=[CH:4][CH:3]=1.[H][H], predict the reaction product. The product is: [CH2:1]([N:8]1[CH2:13][CH2:12][CH:11]([CH2:24][C:25]([O:27][CH2:28][CH3:29])=[O:26])[C:10](=[O:30])[CH2:9]1)[C:2]1[CH:3]=[CH:4][CH:5]=[CH:6][CH:7]=1. (7) Given the reactants [C:1]1([C:7]([C:29]2[CH:34]=[CH:33][CH:32]=[CH:31][CH:30]=2)([C:23]2[CH:28]=[CH:27][CH:26]=[CH:25][CH:24]=2)[O:8][CH2:9][C@@H:10]([OH:22])[CH2:11][C:12](=[O:21])[CH2:13][C:14]([O:16][C:17]([CH3:20])([CH3:19])[CH3:18])=[O:15])[CH:6]=[CH:5][CH:4]=[CH:3][CH:2]=1.C1COCC1.COB(CC)CC.[BH4-].[Na+], predict the reaction product. The product is: [C:29]1([C:7]([C:1]2[CH:2]=[CH:3][CH:4]=[CH:5][CH:6]=2)([C:23]2[CH:24]=[CH:25][CH:26]=[CH:27][CH:28]=2)[O:8][CH2:9][C@@H:10]([OH:22])[CH2:11][C@@H:12]([OH:21])[CH2:13][C:14]([O:16][C:17]([CH3:20])([CH3:19])[CH3:18])=[O:15])[CH:34]=[CH:33][CH:32]=[CH:31][CH:30]=1.